Dataset: Catalyst prediction with 721,799 reactions and 888 catalyst types from USPTO. Task: Predict which catalyst facilitates the given reaction. (1) Reactant: Cl[C:2]1[C:11]2=[N:12][N:13](CC3C=CC(OC)=CC=3)[CH:14]=[C:10]2[C:9]2[CH:8]=[CH:7][C:6]([O:24][CH3:25])=[CH:5][C:4]=2[N:3]=1.[NH2:26][C:27]1[CH:37]=[CH:36][C:30]2[O:31][CH2:32][C:33](=[O:35])[NH:34][C:29]=2[CH:28]=1.Cl. Product: [CH3:25][O:24][C:6]1[CH:7]=[CH:8][C:9]2[C:10]3[C:11](=[N:12][NH:13][CH:14]=3)[C:2]([NH:26][C:27]3[CH:37]=[CH:36][C:30]4[O:31][CH2:32][C:33](=[O:35])[NH:34][C:29]=4[CH:28]=3)=[N:3][C:4]=2[CH:5]=1. The catalyst class is: 71. (2) The catalyst class is: 9. Reactant: Cl[C@@H:2]([CH2:15][CH:16]([CH3:18])[CH3:17])[C:3]([NH:5][C:6]1[CH:11]=[C:10]([CH3:12])[CH:9]=[C:8]([CH3:13])[C:7]=1[OH:14])=[O:4].C(=O)([O-])[O-].[K+].[K+].O.Cl. Product: [CH2:15]([C@@H:2]1[C:3](=[O:4])[NH:5][C:6]2[CH:11]=[C:10]([CH3:12])[CH:9]=[C:8]([CH3:13])[C:7]=2[O:14]1)[CH:16]([CH3:18])[CH3:17]. (3) Reactant: Cl[Sn]Cl.[C:4]([C:8]1[CH:13]=[C:12]([C:14]2[N:15]=[C:16]([CH2:19][N:20]([CH3:31])[CH2:21][C:22]3[CH:27]=[CH:26][C:25]([N+:28]([O-])=O)=[CH:24][CH:23]=3)[S:17][CH:18]=2)[CH:11]=[C:10]([C:32]([CH3:35])([CH3:34])[CH3:33])[C:9]=1[OH:36])([CH3:7])([CH3:6])[CH3:5].Cl.[OH-].[Na+]. Product: [NH2:28][C:25]1[CH:24]=[CH:23][C:22]([CH2:21][N:20]([CH2:19][C:16]2[S:17][CH:18]=[C:14]([C:12]3[CH:11]=[C:10]([C:32]([CH3:35])([CH3:33])[CH3:34])[C:9]([OH:36])=[C:8]([C:4]([CH3:7])([CH3:6])[CH3:5])[CH:13]=3)[N:15]=2)[CH3:31])=[CH:27][CH:26]=1. The catalyst class is: 183. (4) Reactant: Br[C:2]1[CH:7]=[CH:6][C:5]([O:8][CH3:9])=[CH:4][C:3]=1[C:10]1[CH:15]=[C:14]([O:16][CH3:17])[CH:13]=[CH:12][C:11]=1Br.C([Li])CCC.[C:24](OCC)(=[O:30])[CH2:25][CH2:26][CH2:27][CH2:28][CH3:29]. Product: [CH3:9][O:8][C:5]1[CH:6]=[CH:7][C:2]2[C:24]([CH2:25][CH2:26][CH2:27][CH2:28][CH3:29])([OH:30])[C:11]3[C:10]([C:3]=2[CH:4]=1)=[CH:15][C:14]([O:16][CH3:17])=[CH:13][CH:12]=3. The catalyst class is: 1. (5) Reactant: FC1C=CC(C2C(C3C=CC4N(C=C(N)N=4)N=3)=C(N3CCNCC3)N(C)N=2)=CC=1.C([NH:33][C:34]1[N:35]=[C:36]2[CH:41]=[CH:40][C:39]([C:42]3[C:43]([C:61]4[CH:66]=[CH:65][C:64]([F:67])=[CH:63][CH:62]=4)=[N:44][N:45]([CH3:60])[C:46]=3[N:47]3[CH2:52][CH2:51][N:50]([C:53]([O:55][C:56]([CH3:59])([CH3:58])[CH3:57])=[O:54])[CH2:49][CH2:48]3)=[N:38][N:37]2[CH:68]=1)(=O)C.CCN(C(C)C)C(C)C.CC(OC(OC(OC(C)(C)C)=O)=O)(C)C. Product: [NH2:33][C:34]1[N:35]=[C:36]2[CH:41]=[CH:40][C:39]([C:42]3[C:43]([C:61]4[CH:62]=[CH:63][C:64]([F:67])=[CH:65][CH:66]=4)=[N:44][N:45]([CH3:60])[C:46]=3[N:47]3[CH2:48][CH2:49][N:50]([C:53]([O:55][C:56]([CH3:58])([CH3:59])[CH3:57])=[O:54])[CH2:51][CH2:52]3)=[N:38][N:37]2[CH:68]=1. The catalyst class is: 2. (6) Product: [CH3:8][N:6]1[C:5](=[O:9])[C:4]([NH:10][C:11]2[CH:16]=[CH:15][C:14]([C:17]([N:19]3[CH2:24][CH2:23][O:22][CH2:21][C@@H:20]3[CH3:25])=[O:18])=[CH:13][N:12]=2)=[CH:3][C:2]([B:26]([OH:30])[OH:27])=[CH:7]1. Reactant: Br[C:2]1[CH:3]=[C:4]([NH:10][C:11]2[CH:16]=[CH:15][C:14]([C:17]([N:19]3[CH2:24][CH2:23][O:22][CH2:21][C@@H:20]3[CH3:25])=[O:18])=[CH:13][N:12]=2)[C:5](=[O:9])[N:6]([CH3:8])[CH:7]=1.[B:26]1(B2OC(C)(C)C(C)(C)O2)[O:30]C(C)(C)C(C)(C)[O:27]1.CC(C1C=C(C(C)C)C(C2C=CC=CC=2P(C2CCCCC2)C2CCCCC2)=C(C(C)C)C=1)C.C([O-])(=O)C.[K+]. The catalyst class is: 102.